Predict the product of the given reaction. From a dataset of Forward reaction prediction with 1.9M reactions from USPTO patents (1976-2016). Given the reactants C([N:8](CC1C=CC=CC=1)[C@@H:9]1[CH2:14][N:13]([CH3:15])[C:12](=[O:16])[CH2:11][CH2:10]1)C1C=CC=CC=1, predict the reaction product. The product is: [NH2:8][C@@H:9]1[CH2:14][N:13]([CH3:15])[C:12](=[O:16])[CH2:11][CH2:10]1.